This data is from Forward reaction prediction with 1.9M reactions from USPTO patents (1976-2016). The task is: Predict the product of the given reaction. (1) Given the reactants C([Li])CCC.CC1(C)CCCC(C)(C)N1.[I:16][C:17]1[CH:22]=[CH:21][C:20]([F:23])=[CH:19][CH:18]=1.C([O:27][B:28](OC(C)C)[O:29]C(C)C)(C)C.Cl, predict the reaction product. The product is: [F:23][C:20]1[CH:21]=[CH:22][C:17]([I:16])=[CH:18][C:19]=1[B:28]([OH:29])[OH:27]. (2) Given the reactants [F:1][C:2]1([F:34])[O:6][C:5]2[CH:7]=[CH:8][C:9]([C:11]3([C:14]([NH:16][C@@H:17]4[CH2:22][CH2:21][O:20][C@H:19]([C:23]5[CH:32]=[CH:31][C:26]([C:27]([O:29]C)=[O:28])=[CH:25][C:24]=5[CH3:33])[CH2:18]4)=[O:15])[CH2:13][CH2:12]3)=[CH:10][C:4]=2[O:3]1.[OH-].[Na+], predict the reaction product. The product is: [F:34][C:2]1([F:1])[O:6][C:5]2[CH:7]=[CH:8][C:9]([C:11]3([C:14]([NH:16][C@@H:17]4[CH2:22][CH2:21][O:20][C@H:19]([C:23]5[CH:32]=[CH:31][C:26]([C:27]([OH:29])=[O:28])=[CH:25][C:24]=5[CH3:33])[CH2:18]4)=[O:15])[CH2:12][CH2:13]3)=[CH:10][C:4]=2[O:3]1. (3) Given the reactants [N:1]1([CH2:6][CH2:7][CH2:8][C:9]2[CH:10]=[C:11]([NH:15][C:16]3[N:21]=[CH:20][C:19]([NH2:22])=[CH:18][N:17]=3)[CH:12]=[CH:13][CH:14]=2)[CH2:5][CH2:4][CH2:3][CH2:2]1.[Cl:23][C:24]1[CH:32]=[CH:31][CH:30]=[C:29]([Cl:33])[C:25]=1[C:26](Cl)=[O:27], predict the reaction product. The product is: [Cl:23][C:24]1[CH:32]=[CH:31][CH:30]=[C:29]([Cl:33])[C:25]=1[C:26]([NH:22][C:19]1[CH:20]=[N:21][C:16]([NH:15][C:11]2[CH:12]=[CH:13][CH:14]=[C:9]([CH2:8][CH2:7][CH2:6][N:1]3[CH2:5][CH2:4][CH2:3][CH2:2]3)[CH:10]=2)=[N:17][CH:18]=1)=[O:27]. (4) Given the reactants [NH2:1][C:2]1[N:3]([CH3:22])[C:4](=[O:21])[C@:5]2([N:20]=1)[C:14]1[CH:13]=[C:12](Br)[CH:11]=[CH:10][C:9]=1[O:8][C@H:7]1[CH2:16][CH2:17][O:18][CH2:19][C@H:6]21.[F:23][CH:24]([F:35])[O:25][C:26]1[CH:27]=[C:28](B(O)O)[CH:29]=[CH:30][CH:31]=1, predict the reaction product. The product is: [NH2:1][C:2]1[N:3]([CH3:22])[C:4](=[O:21])[C@:5]2([N:20]=1)[C:14]1[CH:13]=[C:12]([C:30]3[CH:29]=[CH:28][CH:27]=[C:26]([O:25][CH:24]([F:35])[F:23])[CH:31]=3)[CH:11]=[CH:10][C:9]=1[O:8][C@H:7]1[CH2:16][CH2:17][O:18][CH2:19][C@H:6]21. (5) The product is: [Cl:10][C:11]1[CH:16]=[CH:15][CH:14]=[CH:13][C:12]=1[S:17][C:2]1[CH:3]=[C:4]([CH3:9])[CH:5]=[C:6]([CH3:8])[CH:7]=1. Given the reactants I[C:2]1[CH:3]=[C:4]([CH3:9])[CH:5]=[C:6]([CH3:8])[CH:7]=1.[Cl:10][C:11]1[CH:16]=[CH:15][CH:14]=[CH:13][C:12]=1[SH:17].C([O-])([O-])=O.[K+].[K+].C(O)CO, predict the reaction product.